Dataset: Catalyst prediction with 721,799 reactions and 888 catalyst types from USPTO. Task: Predict which catalyst facilitates the given reaction. (1) Reactant: [Cl:1][C:2]1[CH:3]=[N:4][C:5]([N:12]2[CH2:15][CH:14]([NH:16][C:17]3[CH:22]=[CH:21][C:20]([F:23])=[CH:19][C:18]=3[F:24])[CH2:13]2)=[C:6]([CH:11]=1)[C:7]([O:9]C)=[O:8].[OH-].[Na+].Cl. Product: [Cl:1][C:2]1[CH:3]=[N:4][C:5]([N:12]2[CH2:15][CH:14]([NH:16][C:17]3[CH:22]=[CH:21][C:20]([F:23])=[CH:19][C:18]=3[F:24])[CH2:13]2)=[C:6]([CH:11]=1)[C:7]([OH:9])=[O:8]. The catalyst class is: 38. (2) Reactant: [CH2:1]([NH:8][C:9]1[C:14]2=[C:15]([C:18]3[CH:23]=[CH:22][CH:21]=[CH:20][CH:19]=3)[CH:16]=[CH:17][N:13]2[N:12]=[C:11]([C:24]2[CH:25]=[N:26][CH:27]=[C:28]([CH:32]=2)[C:29]([OH:31])=O)[N:10]=1)[C:2]1[CH:7]=[CH:6][CH:5]=[CH:4][CH:3]=1.CN(C(ON1N=NC2C=CC=NC1=2)=[N+](C)C)C.F[P-](F)(F)(F)(F)F.[NH2:57][CH:58]([CH2:63][S:64](=[O:67])(=[O:66])[NH2:65])[C:59]([O:61][CH3:62])=[O:60]. Product: [CH2:1]([NH:8][C:9]1[C:14]2=[C:15]([C:18]3[CH:19]=[CH:20][CH:21]=[CH:22][CH:23]=3)[CH:16]=[CH:17][N:13]2[N:12]=[C:11]([C:24]2[CH:25]=[N:26][CH:27]=[C:28]([CH:32]=2)[C:29]([NH:57][CH:58]([CH2:63][S:64](=[O:67])(=[O:66])[NH2:65])[C:59]([O:61][CH3:62])=[O:60])=[O:31])[N:10]=1)[C:2]1[CH:3]=[CH:4][CH:5]=[CH:6][CH:7]=1. The catalyst class is: 239.